The task is: Predict the product of the given reaction.. This data is from Forward reaction prediction with 1.9M reactions from USPTO patents (1976-2016). (1) Given the reactants O[CH:2]1[O:6][C:5](=O)[CH:4]=[C:3]1[C:8]1[CH:13]=[CH:12][CH:11]=[CH:10][CH:9]=1.O.[NH2:15][NH2:16], predict the reaction product. The product is: [C:8]1([C:3]2[CH:4]=[C:5]([OH:6])[N:15]=[N:16][CH:2]=2)[CH:13]=[CH:12][CH:11]=[CH:10][CH:9]=1. (2) Given the reactants O.[NH2:2][NH2:3].Cl[C:5]1[C:6]2[N:23]=[CH:22][C:21]([C:24]([F:27])([F:26])[F:25])=[CH:20][C:7]=2[N:8]=[C:9]([C:11]2[CH:16]=[CH:15][CH:14]=[CH:13][C:12]=2[S:17][CH2:18][CH3:19])[N:10]=1.C(=O)(O)[O-].[Na+], predict the reaction product. The product is: [CH2:18]([S:17][C:12]1[CH:13]=[CH:14][CH:15]=[CH:16][C:11]=1[C:9]1[N:10]=[C:5]([NH:2][NH2:3])[C:6]2[N:23]=[CH:22][C:21]([C:24]([F:27])([F:26])[F:25])=[CH:20][C:7]=2[N:8]=1)[CH3:19]. (3) Given the reactants Br[C:2]1[CH:3]=[N:4][CH:5]=[CH:6][C:7]=1[CH:8]=[O:9].[C:10]([O-:13])([O-])=[O:11].[Na+].[Na+].C[N:17]([CH3:21])[C:18](=O)[CH3:19], predict the reaction product. The product is: [CH3:21][N:17]1[C:18]2[CH:3]=[C:2]([C:2]3[CH:3]=[N:4][CH:5]=[CH:6][C:7]=3[CH:8]=[O:9])[CH:7]=[CH:6][C:19]=2[O:13][C:10]1=[O:11]. (4) Given the reactants Cl[CH2:2][C:3]1[CH:4]=[C:5]([CH:24]=[CH:25][CH:26]=1)[CH2:6][N:7]1[CH2:23][CH2:22][C:10]2([N:14]([C:15]3[CH:20]=[CH:19][CH:18]=[CH:17][CH:16]=3)[CH2:13][NH:12][C:11]2=[O:21])[CH2:9][CH2:8]1.[C:27]1([OH:33])[CH:32]=[CH:31][CH:30]=[CH:29][CH:28]=1.C([O-])([O-])=O.[K+].[K+], predict the reaction product. The product is: [C:27]1([O:33][CH2:2][C:3]2[CH:4]=[C:5]([CH:24]=[CH:25][CH:26]=2)[CH2:6][N:7]2[CH2:23][CH2:22][C:10]3([N:14]([C:15]4[CH:20]=[CH:19][CH:18]=[CH:17][CH:16]=4)[CH2:13][NH:12][C:11]3=[O:21])[CH2:9][CH2:8]2)[CH:32]=[CH:31][CH:30]=[CH:29][CH:28]=1. (5) Given the reactants [H-].[Na+].COP([CH2:9][C:10]([C:12]1[CH:17]=[CH:16][CH:15]=[C:14]([Br:18])[CH:13]=1)=[O:11])(=O)OC.[CH3:19][O:20][C:21](=[O:36])[CH2:22][CH2:23][CH2:24][CH2:25][CH2:26][CH2:27][N:28]1[C:32](=[O:33])[CH2:31][CH2:30][C@@H:29]1[CH:34]=O, predict the reaction product. The product is: [CH3:19][O:20][C:21](=[O:36])[CH2:22][CH2:23][CH2:24][CH2:25][CH2:26][CH2:27][N:28]1[C:32](=[O:33])[CH2:31][CH2:30][C@@H:29]1/[CH:34]=[CH:9]/[C:10]([C:12]1[CH:17]=[CH:16][CH:15]=[C:14]([Br:18])[CH:13]=1)=[O:11]. (6) Given the reactants Br[C:2]1[C:3]([N:22]([CH2:24][CH2:25][CH2:26][N:27]([CH3:29])[CH3:28])[CH3:23])=[N:4][CH:5]=[C:6]([CH:21]=1)[C:7]([NH:9][C:10]1[CH:15]=[CH:14][C:13]([O:16][C:17]([F:20])([F:19])[F:18])=[CH:12][CH:11]=1)=[O:8].[N:30]1[CH:35]=[CH:34][CH:33]=[C:32](B(O)O)[CH:31]=1.C([O-])([O-])=O.[Na+].[Na+].CCO, predict the reaction product. The product is: [CH3:28][N:27]([CH3:29])[CH2:26][CH2:25][CH2:24][N:22]([CH3:23])[C:3]1[C:2]([C:32]2[CH:31]=[N:30][CH:35]=[CH:34][CH:33]=2)=[CH:21][C:6]([C:7]([NH:9][C:10]2[CH:15]=[CH:14][C:13]([O:16][C:17]([F:20])([F:19])[F:18])=[CH:12][CH:11]=2)=[O:8])=[CH:5][N:4]=1. (7) Given the reactants Cl[C:2]1[CH:7]=[CH:6][N:5]=[C:4]2[CH:8]=[C:9]([C:11]3[CH:16]=[CH:15][C:14]([C:17]([N:19]4[CH2:23][CH2:22][CH2:21][CH2:20]4)=[O:18])=[CH:13][CH:12]=3)[O:10][C:3]=12.[CH3:24][C:25]1[C:31](B2OC(C)(C)C(C)(C)O2)=[CH:30][CH:29]=[CH:28][C:26]=1[NH2:27], predict the reaction product. The product is: [CH3:24][C:25]1[C:31]([C:2]2[CH:7]=[CH:6][N:5]=[C:4]3[CH:8]=[C:9]([C:11]4[CH:16]=[CH:15][C:14]([C:17]([N:19]5[CH2:23][CH2:22][CH2:21][CH2:20]5)=[O:18])=[CH:13][CH:12]=4)[O:10][C:3]=23)=[CH:30][CH:29]=[CH:28][C:26]=1[NH2:27]. (8) Given the reactants [Cl:1][C:2]1[CH:7]=[CH:6][C:5]([CH2:8][NH:9]C(=O)C(F)(F)F)=[CH:4][C:3]=1[C:16]1[NH:20][C:19](=[O:21])[N:18]([C:22]2[CH:31]=[CH:30][C:25]([C:26]([O:28][CH3:29])=[O:27])=[CH:24][CH:23]=2)[N:17]=1.Cl, predict the reaction product. The product is: [ClH:1].[NH2:9][CH2:8][C:5]1[CH:6]=[CH:7][C:2]([Cl:1])=[C:3]([C:16]2[NH:20][C:19](=[O:21])[N:18]([C:22]3[CH:31]=[CH:30][C:25]([C:26]([O:28][CH3:29])=[O:27])=[CH:24][CH:23]=3)[N:17]=2)[CH:4]=1. (9) Given the reactants [N+:1]([C:4]1[CH:5]=[C:6]([C@H:10]([OH:12])[CH3:11])[CH:7]=[CH:8][CH:9]=1)([O-:3])=[O:2].[Cl:13][C:14]1[CH:19]=[N:18][CH:17]=[C:16](Cl)[N:15]=1.[H-].[Na+].C(=O)([O-])O.[Na+], predict the reaction product. The product is: [Cl:13][C:14]1[CH:19]=[N:18][CH:17]=[C:16]([O:12][C@@H:10]([C:6]2[CH:7]=[CH:8][CH:9]=[C:4]([N+:1]([O-:3])=[O:2])[CH:5]=2)[CH3:11])[N:15]=1.